This data is from Full USPTO retrosynthesis dataset with 1.9M reactions from patents (1976-2016). The task is: Predict the reactants needed to synthesize the given product. (1) Given the product [Cl:1][C:2]1[CH:28]=[CH:27][C:5]([C:6]([C:8]2[CH:9]=[C:10]3[C:15](=[CH:16][CH:17]=2)[N:14]([CH3:18])[C:13](=[O:19])[CH:12]=[C:11]3[C:20]2[CH:25]=[CH:24][CH:23]=[C:22]([C:34]#[C:33][Si:30]([CH3:32])([CH3:31])[CH3:29])[CH:21]=2)=[O:7])=[CH:4][CH:3]=1, predict the reactants needed to synthesize it. The reactants are: [Cl:1][C:2]1[CH:28]=[CH:27][C:5]([C:6]([C:8]2[CH:9]=[C:10]3[C:15](=[CH:16][CH:17]=2)[N:14]([CH3:18])[C:13](=[O:19])[CH:12]=[C:11]3[C:20]2[CH:25]=[CH:24][CH:23]=[C:22](I)[CH:21]=2)=[O:7])=[CH:4][CH:3]=1.[CH3:29][Si:30]([C:33]#[CH:34])([CH3:32])[CH3:31].[Al].[I-]. (2) Given the product [C:1]([O:21][CH2:22][CH2:23][CH2:24][CH2:25][CH2:26][C:27]([O:29][CH3:30])=[O:28])([C:14]1[CH:19]=[CH:18][CH:17]=[CH:16][CH:15]=1)([C:8]1[CH:13]=[CH:12][CH:11]=[CH:10][CH:9]=1)[C:2]1[CH:7]=[CH:6][CH:5]=[CH:4][CH:3]=1, predict the reactants needed to synthesize it. The reactants are: [C:1](Cl)([C:14]1[CH:19]=[CH:18][CH:17]=[CH:16][CH:15]=1)([C:8]1[CH:13]=[CH:12][CH:11]=[CH:10][CH:9]=1)[C:2]1[CH:7]=[CH:6][CH:5]=[CH:4][CH:3]=1.[OH:21][CH2:22][CH2:23][CH2:24][CH2:25][CH2:26][C:27]([O:29][CH3:30])=[O:28]. (3) The reactants are: O.[OH-].[Li+].C[O:5][C:6](=[O:25])[C:7]1[CH:12]=[CH:11][C:10]([C:13]([NH:15][CH2:16][C:17]2[CH:22]=[CH:21][CH:20]=[C:19]([OH:23])[CH:18]=2)=[O:14])=[CH:9][C:8]=1[Br:24]. Given the product [Br:24][C:8]1[CH:9]=[C:10]([C:13]([NH:15][CH2:16][C:17]2[CH:22]=[CH:21][CH:20]=[C:19]([OH:23])[CH:18]=2)=[O:14])[CH:11]=[CH:12][C:7]=1[C:6]([OH:25])=[O:5], predict the reactants needed to synthesize it. (4) Given the product [CH2:1]([O:3][C:4](=[O:21])[C:5]([C:10]1[CH:15]=[CH:14][C:13]2[N:16]=[C:30]([NH:29][C:26]3[CH:27]=[CH:28][C:23]([F:22])=[CH:24][C:25]=3[CH3:32])[N:17]([CH3:18])[C:12]=2[C:11]=1[C:19]#[N:20])([CH3:9])[C:6](=[O:8])[CH3:7])[CH3:2], predict the reactants needed to synthesize it. The reactants are: [CH2:1]([O:3][C:4](=[O:21])[C:5]([C:10]1[CH:15]=[CH:14][C:13]([NH2:16])=[C:12]([NH:17][CH3:18])[C:11]=1[C:19]#[N:20])([CH3:9])[C:6](=[O:8])[CH3:7])[CH3:2].[F:22][C:23]1[CH:28]=[CH:27][C:26]([N:29]=[C:30]=S)=[C:25]([CH3:32])[CH:24]=1. (5) Given the product [Cl:1][C:2]1[CH:3]=[C:4]2[C:8](=[CH:9][CH:10]=1)[N:7]([CH3:21])[C:6]([S:11][CH2:12][CH2:13][C:14]([O:16][C:17]([CH3:20])([CH3:19])[CH3:18])=[O:15])=[CH:5]2, predict the reactants needed to synthesize it. The reactants are: [Cl:1][C:2]1[CH:3]=[C:4]2[C:8](=[CH:9][CH:10]=1)[NH:7][C:6]([S:11][CH2:12][CH2:13][C:14]([O:16][C:17]([CH3:20])([CH3:19])[CH3:18])=[O:15])=[CH:5]2.[CH3:21]I.[H-].[Na+].